This data is from Catalyst prediction with 721,799 reactions and 888 catalyst types from USPTO. The task is: Predict which catalyst facilitates the given reaction. (1) Reactant: [Si:1]([O:8][C@@H:9]1[C@@H:13]([OH:14])[C@@H:12]([CH2:15][O:16][Si:17]([C:20]([CH3:23])([CH3:22])[CH3:21])([CH3:19])[CH3:18])[O:11][C@H:10]1[N:24]1[CH:31]=[CH:30][C:28](=[O:29])[NH:27][C:25]1=[O:26])([C:4]([CH3:7])([CH3:6])[CH3:5])([CH3:3])[CH3:2].[C:32](OC(=O)C)(=[O:34])[CH3:33].O. Product: [C:32]([O:14][C@H:13]1[C@@H:12]([CH2:15][O:16][Si:17]([C:20]([CH3:22])([CH3:23])[CH3:21])([CH3:18])[CH3:19])[O:11][C@@H:10]([N:24]2[CH:31]=[CH:30][C:28](=[O:29])[NH:27][C:25]2=[O:26])[C@@H:9]1[O:8][Si:1]([C:4]([CH3:5])([CH3:6])[CH3:7])([CH3:2])[CH3:3])(=[O:34])[CH3:33]. The catalyst class is: 17. (2) Reactant: [CH2:1]([N:8]([CH2:10][C@@H:11]1[CH2:14][C@H:13]([OH:15])[CH2:12]1)[CH3:9])[C:2]1[CH:7]=[CH:6][CH:5]=[CH:4][CH:3]=1.[H][H].C[OH:19]. Product: [CH2:1]([N:8]([CH3:9])[C:10]([CH:11]1[CH2:12][C:13](=[O:15])[CH2:14]1)=[O:19])[C:2]1[CH:7]=[CH:6][CH:5]=[CH:4][CH:3]=1. The catalyst class is: 45. (3) Reactant: [F:1][C:2]1[CH:3]=[C:4]([C:10]2[CH:11]=[C:12]([CH:17]=[CH:18][N:19]=2)[C:13]([O:15][CH3:16])=[O:14])[CH:5]=[C:6]([F:9])[C:7]=1[F:8].[ClH:20]. Product: [ClH:20].[F:9][C:6]1[CH:5]=[C:4]([C:10]2[CH:11]=[C:12]([CH:17]=[CH:18][N:19]=2)[C:13]([O:15][CH3:16])=[O:14])[CH:3]=[C:2]([F:1])[C:7]=1[F:8]. The catalyst class is: 237. (4) Reactant: [Cl:1][C:2]1[N:3]=[C:4]([C:13]([NH:15][C@H:16]([CH2:26][N:27]2C(=O)C3C(=CC=CC=3)C2=O)[CH2:17][C:18]2[CH:23]=[CH:22][C:21]([F:24])=[C:20]([F:25])[CH:19]=2)=[O:14])[NH:5][C:6]=1[C:7]1[N:11]([CH3:12])[N:10]=[CH:9][CH:8]=1.NN. Product: [NH2:27][CH2:26][C@@H:16]([NH:15][C:13]([C:4]1[NH:5][C:6]([C:7]2[N:11]([CH3:12])[N:10]=[CH:9][CH:8]=2)=[C:2]([Cl:1])[N:3]=1)=[O:14])[CH2:17][C:18]1[CH:23]=[CH:22][C:21]([F:24])=[C:20]([F:25])[CH:19]=1. The catalyst class is: 5.